From a dataset of Forward reaction prediction with 1.9M reactions from USPTO patents (1976-2016). Predict the product of the given reaction. (1) Given the reactants [N:1]1([CH2:6][C:7]([N:9]2[CH2:13][C@H:12]([C:14]#[N:15])[CH2:11][C@H:10]2[C:16]([NH:18][C:19]2[CH:24]=[CH:23][C:22]([O:25][C:26]3[CH:31]=[CH:30][C:29]([F:32])=[CH:28][CH:27]=3)=[CH:21][CH:20]=2)=[O:17])=[O:8])[CH:5]=[N:4][CH:3]=[N:2]1.[ClH:33], predict the reaction product. The product is: [ClH:33].[N:1]1([CH2:6][C:7]([N:9]2[CH2:13][C@H:12]([CH2:14][NH2:15])[CH2:11][C@H:10]2[C:16]([NH:18][C:19]2[CH:24]=[CH:23][C:22]([O:25][C:26]3[CH:27]=[CH:28][C:29]([F:32])=[CH:30][CH:31]=3)=[CH:21][CH:20]=2)=[O:17])=[O:8])[CH:5]=[N:4][CH:3]=[N:2]1. (2) Given the reactants [CH:1]1[C:6]([OH:7])=[CH:5][C:4]([OH:8])=[CH:3][C:2]=1[OH:9].[CH2:10](O)[CH2:11][CH2:12][CH2:13][CH2:14][CH2:15][CH2:16][CH2:17][CH2:18][CH3:19], predict the reaction product. The product is: [CH2:10]([O:7][C:6]1[CH:5]=[C:4]([OH:8])[CH:3]=[C:2]([O:9][CH2:10][CH2:11][CH2:12][CH2:13][CH2:14][CH2:15][CH2:16][CH2:17][CH2:18][CH3:19])[CH:1]=1)[CH2:11][CH2:12][CH2:13][CH2:14][CH2:15][CH2:16][CH2:17][CH2:18][CH3:19]. (3) Given the reactants [CH3:1][C:2]1[CH:3]=[CH:4][C:5]([C:12]([OH:14])=[O:13])=[N:6][C:7]=1[S:8]([OH:11])(=[O:10])=[O:9].Cl.[CH3:16]O, predict the reaction product. The product is: [CH3:16][O:13][C:12]([C:5]1[CH:4]=[CH:3][C:2]([CH3:1])=[C:7]([S:8]([OH:11])(=[O:9])=[O:10])[N:6]=1)=[O:14]. (4) Given the reactants [CH2:1]([N:5]([S:15]([C:18]1[CH:23]=[CH:22][C:21]([CH3:24])=[CH:20][CH:19]=1)(=[O:17])=[O:16])[C@H:6]([C:12]([OH:14])=[O:13])[CH2:7][CH2:8][CH2:9][CH2:10][NH2:11])[CH:2]([CH3:4])[CH3:3].[OH:25][C:26]1[CH:36]=[CH:35][C:29](/[CH:30]=[CH:31]/[C:32](O)=[O:33])=[CH:28][CH:27]=1, predict the reaction product. The product is: [CH2:1]([N:5]([S:15]([C:18]1[CH:23]=[CH:22][C:21]([CH3:24])=[CH:20][CH:19]=1)(=[O:17])=[O:16])[C@H:6]([C:12]([OH:14])=[O:13])[CH2:7][CH2:8][CH2:9][CH2:10][NH:11][C:32](=[O:33])/[CH:31]=[CH:30]/[C:29]1[CH:35]=[CH:36][C:26]([OH:25])=[CH:27][CH:28]=1)[CH:2]([CH3:3])[CH3:4]. (5) Given the reactants [C:1]([C:3]1[CH:4]=[C:5]([NH:9][C:10](=[O:32])[NH:11][C:12]2[CH:17]=[CH:16][C:15]([S:18]([NH:21][CH2:22][C:23]3[C:28]([F:29])=[CH:27][CH:26]=[C:25]([F:30])[C:24]=3[F:31])(=[O:20])=[O:19])=[CH:14][CH:13]=2)[CH:6]=[CH:7][CH:8]=1)#[N:2].[CH2:33]([N:37]1[CH2:42][CH2:41][NH:40][CH2:39][CH2:38]1)[CH2:34][CH2:35][CH3:36], predict the reaction product. The product is: [CH2:33]([N:37]1[CH2:42][CH2:41][N:40]([C:1](=[NH:2])[C:3]2[CH:4]=[C:5]([NH:9][C:10](=[O:32])[NH:11][C:12]3[CH:17]=[CH:16][C:15]([S:18]([NH:21][CH2:22][C:23]4[C:28]([F:29])=[CH:27][CH:26]=[C:25]([F:30])[C:24]=4[F:31])(=[O:19])=[O:20])=[CH:14][CH:13]=3)[CH:6]=[CH:7][CH:8]=2)[CH2:39][CH2:38]1)[CH2:34][CH2:35][CH3:36]. (6) Given the reactants [CH3:1][O:2][C:3]1[CH:8]=[CH:7][C:6]([CH2:9][CH2:10][CH2:11]Br)=[CH:5][CH:4]=1.NC(N)=[S:15].[OH-].[Na+], predict the reaction product. The product is: [CH3:1][O:2][C:3]1[CH:8]=[CH:7][C:6]([CH2:9][CH2:10][CH2:11][SH:15])=[CH:5][CH:4]=1. (7) Given the reactants Br[C:2]1[CH:3]=[CH:4][C:5]([C:8]2[N:12]([C:13]3[CH:18]=[CH:17][CH:16]=[CH:15][C:14]=3[Cl:19])[N:11]=[C:10]([C:20]([O:22][CH3:23])=[O:21])[CH:9]=2)=[N:6][CH:7]=1.[CH3:24][S:25]([C:28]1[CH:29]=[C:30](B(O)O)[CH:31]=[CH:32][CH:33]=1)(=[O:27])=[O:26].C([O-])([O-])=O.[K+].[K+], predict the reaction product. The product is: [Cl:19][C:14]1[CH:15]=[CH:16][CH:17]=[CH:18][C:13]=1[N:12]1[C:8]([C:5]2[CH:4]=[CH:3][C:2]([C:32]3[CH:31]=[CH:30][CH:29]=[C:28]([S:25]([CH3:24])(=[O:27])=[O:26])[CH:33]=3)=[CH:7][N:6]=2)=[CH:9][C:10]([C:20]([O:22][CH3:23])=[O:21])=[N:11]1.